From a dataset of Forward reaction prediction with 1.9M reactions from USPTO patents (1976-2016). Predict the product of the given reaction. (1) Given the reactants [NH:1]1[C:9]2[C:4](=[CH:5][C:6]([C:10]([N:12]3[CH2:18][C:17]4([CH3:20])[CH2:19][CH:13]3[CH2:14][C:15]([CH3:22])([CH3:21])[CH2:16]4)=[O:11])=[CH:7][CH:8]=2)[CH:3]=[CH:2]1.[CH2:23]([N:25]1[C:29](=[O:30])[CH:28]=[CH:27][C:26]1=[O:31])[CH3:24], predict the reaction product. The product is: [CH2:23]([N:25]1[C:29](=[O:30])[CH2:28][CH:27]([C:3]2[C:4]3[C:9](=[CH:8][CH:7]=[C:6]([C:10]([N:12]4[CH2:18][C:17]5([CH3:20])[CH2:19][CH:13]4[CH2:14][C:15]([CH3:22])([CH3:21])[CH2:16]5)=[O:11])[CH:5]=3)[NH:1][CH:2]=2)[C:26]1=[O:31])[CH3:24]. (2) Given the reactants Br[C:2]1[CH:7]=[C:6]([CH3:8])[C:5](Br)=[CH:4][C:3]=1[CH3:10].[C:11]1(B(O)O)[CH:16]=[CH:15][CH:14]=[CH:13][CH:12]=1.C([O-])([O-])=O.[Na+].[Na+].[CH3:26][CH2:27]O, predict the reaction product. The product is: [C:11]1([C:2]2[CH:7]=[C:6]([CH3:8])[C:5]([C:27]3[CH:26]=[CH:4][CH:3]=[CH:2][CH:7]=3)=[CH:4][C:3]=2[CH3:10])[CH:16]=[CH:15][CH:14]=[CH:13][CH:12]=1. (3) The product is: [Cl-:1].[CH2:7]([N+:9]([CH2:10][CH2:11][O:12][CH2:13][CH2:14][OH:15])([CH2:16][CH2:17][OH:18])[CH2:2][CH:3]([OH:6])[CH2:4][OH:5])[CH3:8]. Given the reactants [Cl:1][CH2:2][CH:3]([OH:6])[CH2:4][OH:5].[CH2:7]([N:9]([CH2:16][CH2:17][OH:18])[CH2:10][CH2:11][O:12][CH2:13][CH2:14][OH:15])[CH3:8], predict the reaction product. (4) Given the reactants [C:1]1(=[O:7])[CH2:6][CH2:5]CC=C1.OOS([O-])=O.[K+].[O-:14]S([O-])=O.[Na+].[Na+].CC[O:22][C:23]([CH3:25])=[O:24], predict the reaction product. The product is: [C:23]([OH:22])(=[O:24])[CH2:25][CH2:5][CH2:6][C:1]([OH:7])=[O:14]. (5) Given the reactants [OH:1][C:2]1([C:6]2[S:7][C:8]([C:11]3[CH:12]=[C:13]([NH:18][C:19]4[N:24]=[C:23]([O:25][CH:26]5[CH2:31][CH2:30][CH:29]([C:32]([O:34]CC)=[O:33])[CH2:28][CH2:27]5)[CH:22]=[CH:21][N:20]=4)[CH:14]=[C:15]([CH3:17])[CH:16]=3)=[CH:9][N:10]=2)[CH2:5][CH2:4][CH2:3]1.CO.[OH-].[Na+].Cl, predict the reaction product. The product is: [OH:1][C:2]1([C:6]2[S:7][C:8]([C:11]3[CH:12]=[C:13]([NH:18][C:19]4[N:24]=[C:23]([O:25][CH:26]5[CH2:31][CH2:30][CH:29]([C:32]([OH:34])=[O:33])[CH2:28][CH2:27]5)[CH:22]=[CH:21][N:20]=4)[CH:14]=[C:15]([CH3:17])[CH:16]=3)=[CH:9][N:10]=2)[CH2:3][CH2:4][CH2:5]1. (6) Given the reactants [NH2:1][C:2]1[C:3]([NH:12][CH3:13])=[N:4][CH:5]=[C:6]([C:8]([F:11])([F:10])[F:9])[CH:7]=1.[CH:14](O)=O, predict the reaction product. The product is: [CH3:13][N:12]1[C:3]2=[N:4][CH:5]=[C:6]([C:8]([F:9])([F:10])[F:11])[CH:7]=[C:2]2[N:1]=[CH:14]1. (7) Given the reactants [Cl:1][C:2]1[CH:7]=[C:6]([CH:8](C(OCC)=O)[C:9]([O:11]CC)=[O:10])[CH:5]=[CH:4][N:3]=1, predict the reaction product. The product is: [Cl:1][C:2]1[CH:7]=[C:6]([CH2:8][C:9]([OH:11])=[O:10])[CH:5]=[CH:4][N:3]=1. (8) Given the reactants [CH3:1][C:2]1[CH:6]=[C:5]([NH:7][S:8]([C:11]2[S:12][C:13]([C:16]3[CH:21]=[CH:20][CH:19]=[C:18]([N+:22]([O-:24])=[O:23])[CH:17]=3)=[CH:14][CH:15]=2)(=[O:10])=[O:9])[O:4][N:3]=1.[Br:25]NC(=O)CCC(N)=O, predict the reaction product. The product is: [Br:25][C:6]1[C:2]([CH3:1])=[N:3][O:4][C:5]=1[NH:7][S:8]([C:11]1[S:12][C:13]([C:16]2[CH:21]=[CH:20][CH:19]=[C:18]([N+:22]([O-:24])=[O:23])[CH:17]=2)=[CH:14][CH:15]=1)(=[O:9])=[O:10].